Predict the product of the given reaction. From a dataset of Forward reaction prediction with 1.9M reactions from USPTO patents (1976-2016). (1) Given the reactants [CH:1]1([N:6]2[CH2:12][C:11]([F:14])([F:13])[C:10](=[O:15])[N:9]([CH3:16])[C:8]3[CH:17]=[N:18][C:19]([NH:21][C:22]4[CH:30]=[CH:29][C:25]([C:26]([OH:28])=O)=[CH:24][C:23]=4[O:31][CH3:32])=[N:20][C:7]2=3)[CH2:5][CH2:4][CH2:3][CH2:2]1.[N:33]1([CH2:38][CH2:39][NH2:40])[CH2:37][CH2:36][CH2:35][CH2:34]1.F[P-](F)(F)(F)(F)F.CN(C(N(C)C)=[N+]1C2C(=NC=CC=2)[N+]([O-])=N1)C.ON1C2C=CC=CC=2N=N1.C(N(C(C)C)CC)(C)C, predict the reaction product. The product is: [CH:1]1([N:6]2[CH2:12][C:11]([F:14])([F:13])[C:10](=[O:15])[N:9]([CH3:16])[C:8]3[CH:17]=[N:18][C:19]([NH:21][C:22]4[CH:30]=[CH:29][C:25]([C:26]([NH:40][CH2:39][CH2:38][N:33]5[CH2:37][CH2:36][CH2:35][CH2:34]5)=[O:28])=[CH:24][C:23]=4[O:31][CH3:32])=[N:20][C:7]2=3)[CH2:2][CH2:3][CH2:4][CH2:5]1. (2) Given the reactants [Cl:1][C:2]1[CH:3]=[C:4]2[CH:10]=[C:9]([C:11]([NH:13][C@@H:14]([CH2:18][C:19]3[CH:24]=[CH:23][C:22]([F:25])=[CH:21][CH:20]=3)[C:15](O)=[O:16])=[O:12])[NH:8][C:5]2=[CH:6][N:7]=1.Cl.[OH:27][CH:28]1[CH2:31][NH:30][CH2:29]1.C1C=CC2N(O)N=NC=2C=1.CCN(C(C)C)C(C)C.CCN=C=NCCCN(C)C, predict the reaction product. The product is: [F:25][C:22]1[CH:23]=[CH:24][C:19]([CH2:18][C@H:14]([NH:13][C:11]([C:9]2[NH:8][C:5]3=[CH:6][N:7]=[C:2]([Cl:1])[CH:3]=[C:4]3[CH:10]=2)=[O:12])[C:15]([N:30]2[CH2:31][CH:28]([OH:27])[CH2:29]2)=[O:16])=[CH:20][CH:21]=1. (3) Given the reactants [CH3:1][N:2]([CH3:19])[C:3]([CH2:5][CH2:6][CH2:7][C:8]#[C:9][C:10]1[CH:11]=[C:12]([CH:16]=[CH:17][CH:18]=1)[C:13]([OH:15])=O)=[O:4].CCN=C=N[CH2:25][CH2:26][CH2:27][N:28](C)C.C(N(CC)CC)C, predict the reaction product. The product is: [CH:27]1([NH:28][C:13](=[O:15])[C:12]2[CH:16]=[CH:17][CH:18]=[C:10]([C:9]#[C:8][CH2:7][CH2:6][CH2:5][C:3](=[O:4])[N:2]([CH3:1])[CH3:19])[CH:11]=2)[CH2:25][CH2:26]1. (4) Given the reactants [Cl:1][C:2]1[CH:7]=[C:6]([C:8]([F:11])([F:10])[F:9])[CH:5]=[C:4]([N+:12]([O-])=O)[C:3]=1F.C([O-])([O-])=O.[K+].[K+].[CH3:22][N:23]([CH3:29])[CH2:24][CH2:25][CH2:26][NH:27][CH3:28], predict the reaction product. The product is: [Cl:1][C:2]1[CH:7]=[C:6]([C:8]([F:11])([F:10])[F:9])[CH:5]=[C:4]([NH2:12])[C:3]=1[N:27]([CH2:26][CH2:25][CH2:24][N:23]([CH3:29])[CH3:22])[CH3:28]. (5) Given the reactants [CH3:1][O:2][CH:3]([O:7][CH3:8])[CH2:4][NH:5][CH3:6].[C:9]([NH:19][CH2:20][C:21]([OH:23])=O)([O:11][CH2:12][C:13]1[CH:18]=[CH:17][CH:16]=[CH:15][CH:14]=1)=[O:10].Cl.CN(C)CCCN=C=NCC.O.ON1C2C=CC=CC=2N=N1.C(N(CC)C(C)C)(C)C, predict the reaction product. The product is: [CH2:12]([O:11][C:9]([NH:19][CH2:20][C:21]([N:5]([CH2:4][CH:3]([O:7][CH3:8])[O:2][CH3:1])[CH3:6])=[O:23])=[O:10])[C:13]1[CH:14]=[CH:15][CH:16]=[CH:17][CH:18]=1. (6) The product is: [OH:4][C@H:5]1[CH2:22][CH2:21][C@@:20]2([CH3:23])[C@@H:7]([CH2:8][CH2:9][C@:10]3([CH3:41])[C@@H:19]2[CH2:18][CH2:17][C@H:16]2[C@@:11]3([CH3:40])[CH2:12][CH2:13][C@@:14]3([C:30]([NH:31][CH:32]4[CH2:36][CH:35]([CH2:37][OH:38])[CH:34]=[CH:33]4)=[O:39])[CH2:26][CH2:25][C@@H:24]([C:27]([CH3:29])=[CH2:28])[C@@H:15]32)[C:6]1([CH3:43])[CH3:42]. Given the reactants C([O:4][C@H:5]1[CH2:22][CH2:21][C@@:20]2([CH3:23])[C@@H:7]([CH2:8][CH2:9][C@:10]3([CH3:41])[C@@H:19]2[CH2:18][CH2:17][C@H:16]2[C@@:11]3([CH3:40])[CH2:12][CH2:13][C@@:14]3([C:30](=[O:39])[NH:31][CH:32]4[CH2:36][CH:35]([CH2:37][OH:38])[CH:34]=[CH:33]4)[CH2:26][CH2:25][C@@H:24]([C:27]([CH3:29])=[CH2:28])[C@@H:15]32)[C:6]1([CH3:43])[CH3:42])(=O)C.C1COCC1.[OH-].[Na+], predict the reaction product. (7) Given the reactants C1(C)C=CC(S(O)(=O)=O)=CC=1.[F:12][C:13]1[CH:18]=[CH:17][C:16]([CH2:19][C:20]([C:22]2[CH:27]=[CH:26][N:25]=[C:24]([S:28][CH3:29])[N:23]=2)=O)=[CH:15][CH:14]=1.[NH2:30][C:31]1[C:32]([Cl:37])=[N:33][CH:34]=[CH:35][CH:36]=1.O.C1(C)C=CC=CC=1, predict the reaction product. The product is: [Cl:37][C:32]1[C:31]([N:30]=[C:20]([C:22]2[CH:27]=[CH:26][N:25]=[C:24]([S:28][CH3:29])[N:23]=2)[CH2:19][C:16]2[CH:17]=[CH:18][C:13]([F:12])=[CH:14][CH:15]=2)=[CH:36][CH:35]=[CH:34][N:33]=1.